Dataset: Reaction yield outcomes from USPTO patents with 853,638 reactions. Task: Predict the reaction yield, written as a fraction of the theoretical maximum amount of product (1.0 means a 100% yield; for example, 0.34 means a 34% yield). (1) The reactants are [N+:1]([C:4]1[CH:15]=[CH:14][C:7]([CH2:8][C@@H:9]([C:11]([OH:13])=[O:12])[NH2:10])=[CH:6][CH:5]=1)([O-:3])=[O:2].S(Cl)([Cl:18])=O.[CH2:20](O)[CH3:21]. No catalyst specified. The product is [ClH:18].[CH2:20]([O:12][C:11](=[O:13])[C@H:9]([CH2:8][C:7]1[CH:6]=[CH:5][C:4]([N+:1]([O-:3])=[O:2])=[CH:15][CH:14]=1)[NH2:10])[CH3:21]. The yield is 1.00. (2) The product is [CH2:1]([C:3]([C:6]1[CH:11]=[CH:10][C:9]([OH:12])=[C:8]([CH3:13])[CH:7]=1)([C:14]1[CH:19]=[CH:18][C:17]([C:37]#[C:36][Si:38]([CH3:41])([CH3:40])[CH3:39])=[C:16]([CH3:28])[CH:15]=1)[CH2:4][CH3:5])[CH3:2]. The reactants are [CH2:1]([C:3]([C:14]1[CH:19]=[CH:18][C:17](OS(C(F)(F)F)(=O)=O)=[C:16]([CH3:28])[CH:15]=1)([C:6]1[CH:11]=[CH:10][C:9]([OH:12])=[C:8]([CH3:13])[CH:7]=1)[CH2:4][CH3:5])[CH3:2].C(N(CC)CC)C.[C:36]([Si:38]([CH3:41])([CH3:40])[CH3:39])#[CH:37]. The yield is 0.740. The catalyst is C(#N)C.C1C=CC([P]([Pd]([P](C2C=CC=CC=2)(C2C=CC=CC=2)C2C=CC=CC=2)([P](C2C=CC=CC=2)(C2C=CC=CC=2)C2C=CC=CC=2)[P](C2C=CC=CC=2)(C2C=CC=CC=2)C2C=CC=CC=2)(C2C=CC=CC=2)C2C=CC=CC=2)=CC=1. (3) The reactants are Cl[CH2:2][C:3]1[CH:4]=[C:5]([F:13])[C:6]2[O:11][CH2:10][CH2:9][O:8][C:7]=2[CH:12]=1.[C-:14]#[N:15].[K+].C(OCC)(=O)C. The catalyst is CN(C=O)C. The product is [F:13][C:5]1[C:6]2[O:11][CH2:10][CH2:9][O:8][C:7]=2[CH:12]=[C:3]([CH2:2][C:14]#[N:15])[CH:4]=1. The yield is 0.460.